Task: Predict the reactants needed to synthesize the given product.. Dataset: Full USPTO retrosynthesis dataset with 1.9M reactions from patents (1976-2016) (1) Given the product [NH2:33][C:32]1[N:31]([CH2:34][CH2:35][CH3:36])[C:30](=[O:37])[N:29]([CH2:38][CH2:39][CH3:40])[C:28](=[O:41])[C:27]=1[NH:26][C:20](=[O:21])[C:19]1[CH:23]=[CH:24][C:16]([O:15][CH2:14][CH:10]2[CH2:11][C:12](=[O:13])[N:8]([C:5]3[CH:4]=[CH:3][C:2]([F:1])=[CH:7][CH:6]=3)[CH2:9]2)=[CH:17][CH:18]=1, predict the reactants needed to synthesize it. The reactants are: [F:1][C:2]1[CH:7]=[CH:6][C:5]([N:8]2[C:12](=[O:13])[CH2:11][CH:10]([CH2:14][O:15][C:16]3[CH:24]=[CH:23][C:19]([C:20](O)=[O:21])=[CH:18][CH:17]=3)[CH2:9]2)=[CH:4][CH:3]=1.Cl.[NH2:26][C:27]1[C:28](=[O:41])[N:29]([CH2:38][CH2:39][CH3:40])[C:30](=[O:37])[N:31]([CH2:34][CH2:35][CH3:36])[C:32]=1[NH2:33].CCN=C=NCCCN(C)C. (2) Given the product [Cl:1][C:2]1[C:7]([S:16][C:10]2[CH:15]=[CH:14][CH:13]=[CH:12][CH:11]=2)=[C:6]([NH2:8])[CH:5]=[CH:4][N:3]=1, predict the reactants needed to synthesize it. The reactants are: [Cl:1][C:2]1[CH:7]=[C:6]([NH2:8])[C:5](I)=[CH:4][N:3]=1.[C:10]1([SH:16])[CH:15]=[CH:14][CH:13]=[CH:12][CH:11]=1.C(O)CO.C(=O)([O-])[O-].[K+].[K+]. (3) Given the product [CH:1]1([C:4]2[N:9]3[N:10]=[CH:11][C:12]([C:13]4[O:15][N:29]=[C:28]([C:30]5[S:31][C:32]([S:35]([NH2:36])(=[O:38])=[O:37])=[CH:33][CH:34]=5)[N:27]=4)=[C:8]3[N:7]=[C:6]([C:16]3[CH:17]=[CH:18][C:19]([C:22]([F:25])([F:23])[F:24])=[CH:20][CH:21]=3)[CH:5]=2)[CH2:3][CH2:2]1, predict the reactants needed to synthesize it. The reactants are: [CH:1]1([C:4]2[N:9]3[N:10]=[CH:11][C:12]([C:13]([OH:15])=O)=[C:8]3[N:7]=[C:6]([C:16]3[CH:21]=[CH:20][C:19]([C:22]([F:25])([F:24])[F:23])=[CH:18][CH:17]=3)[CH:5]=2)[CH2:3][CH2:2]1.O[NH:27][C:28]([C:30]1[S:31][C:32]([S:35](=[O:38])(=[O:37])[NH2:36])=[CH:33][CH:34]=1)=[NH:29]. (4) Given the product [Cl:1][C:2]1[N:3]=[CH:4][CH:5]=[C:6]2[C:7]=1[NH:8][CH:12]=[CH:11]2, predict the reactants needed to synthesize it. The reactants are: [Cl:1][C:2]1[C:7]([N+:8]([O-])=O)=[CH:6][CH:5]=[CH:4][N:3]=1.[CH:11]([Mg]Br)=[CH2:12]. (5) Given the product [CH3:1][O:2][C:3]1[CH:4]=[C:5]2[C:10](=[CH:11][C:12]=1[O:13][CH3:14])[N:9]=[CH:8][CH:7]=[C:6]2[O:15][C:16]1[CH:21]=[CH:20][C:19]([NH:22][CH2:23][CH2:24][O:25][C:26]2[CH:27]=[CH:28][C:29]([CH3:32])=[CH:30][CH:31]=2)=[CH:18][C:17]=1[CH3:34], predict the reactants needed to synthesize it. The reactants are: [CH3:1][O:2][C:3]1[CH:4]=[C:5]2[C:10](=[CH:11][C:12]=1[O:13][CH3:14])[N:9]=[CH:8][CH:7]=[C:6]2[O:15][C:16]1[CH:21]=[CH:20][C:19]([NH:22][C:23](=O)[CH2:24][O:25][C:26]2[CH:31]=[CH:30][C:29]([CH3:32])=[CH:28][CH:27]=2)=[CH:18][C:17]=1[CH3:34].Cl.[OH-].[Na+]. (6) Given the product [Br:12][C:7]1[CH:8]=[CH:9][CH:10]=[CH:11][C:6]=1[C@@H:4]([NH2:1])[CH3:5], predict the reactants needed to synthesize it. The reactants are: [N:1]([C@H:4]([C:6]1[CH:11]=[CH:10][CH:9]=[CH:8][C:7]=1[Br:12])[CH3:5])=[N+]=[N-].[NH4+].[Cl-].[In]. (7) Given the product [CH3:64][O:63][C:61](=[O:62])[C:60]1[CH:65]=[CH:66][C:57]([C:28]([C@H:9]2[C@H:8]([C:4]3[CH:5]=[CH:6][CH:7]=[C:2]([Cl:1])[C:3]=3[F:31])[C@:12]([C:15]3[CH:20]=[CH:19][C:18]([Cl:21])=[CH:17][C:16]=3[F:22])([C:13]#[N:14])[C@H:11]([CH2:23][C:24]([CH3:26])([CH3:25])[CH3:27])[NH:10]2)=[O:29])=[C:58]([O:67][CH3:68])[C:59]=1[NH2:34], predict the reactants needed to synthesize it. The reactants are: [Cl:1][C:2]1[C:3]([F:31])=[C:4]([CH:8]2[C:12]([C:15]3[CH:20]=[CH:19][C:18]([Cl:21])=[CH:17][C:16]=3[F:22])([C:13]#[N:14])[CH:11]([CH2:23][C:24]([CH3:27])([CH3:26])[CH3:25])[NH:10][CH:9]2[C:28](N)=[O:29])[CH:5]=[CH:6][CH:7]=1.CC[N:34](C(C)C)C(C)C.C1(P(Cl)(C2C=CC=CC=2)=O)C=CC=CC=1.N[C:57]1[CH:66]=[CH:65][C:60]([C:61]([O:63][CH3:64])=[O:62])=[CH:59][C:58]=1[O:67][CH3:68]. (8) Given the product [F:20][C:21]1[CH:27]=[CH:26][C:24]([NH:25][CH:2]([C:14]2[CH:19]=[CH:18][CH:17]=[CH:16][CH:15]=2)[C:3]([C:5]2[C:13]3[C:8](=[CH:9][CH:10]=[CH:11][CH:12]=3)[NH:7][CH:6]=2)=[O:4])=[CH:23][C:22]=1[O:28][CH3:29], predict the reactants needed to synthesize it. The reactants are: Br[CH:2]([C:14]1[CH:19]=[CH:18][CH:17]=[CH:16][CH:15]=1)[C:3]([C:5]1[C:13]2[C:8](=[CH:9][CH:10]=[CH:11][CH:12]=2)[NH:7][CH:6]=1)=[O:4].[F:20][C:21]1[CH:27]=[CH:26][C:24]([NH2:25])=[CH:23][C:22]=1[O:28][CH3:29].C(N(CC)CC)C. (9) Given the product [Cl:1][C:2]1[C:13]2[C:14]3[C:5]([CH2:6][CH2:7][N:8]([CH:15]4[CH2:20][CH2:19][CH:18]([CH2:21][NH:30][CH2:29][C:28]5[CH:31]=[CH:32][C:25]([O:24][CH3:23])=[CH:26][CH:27]=5)[CH2:17][CH2:16]4)[C:9]=3[CH:10]=[CH:11][CH:12]=2)=[CH:4][N:3]=1, predict the reactants needed to synthesize it. The reactants are: [Cl:1][C:2]1[C:13]2[C:14]3[C:5]([CH2:6][CH2:7][N:8]([CH:15]4[CH2:20][CH2:19][CH:18]([CH:21]=O)[CH2:17][CH2:16]4)[C:9]=3[CH:10]=[CH:11][CH:12]=2)=[CH:4][N:3]=1.[CH3:23][O:24][C:25]1[CH:32]=[CH:31][C:28]([CH2:29][NH2:30])=[CH:27][CH:26]=1.